From a dataset of Full USPTO retrosynthesis dataset with 1.9M reactions from patents (1976-2016). Predict the reactants needed to synthesize the given product. (1) Given the product [F:1][C:2]1[CH:7]=[CH:6][C:5]([CH2:8][C:9]2[CH:18]=[C:17]3[C:12]([C:13]([OH:36])=[C:14]([C:31]([NH:42][CH2:41][CH2:40][CH2:39][O:38][CH3:37])=[O:32])[C:15](=[O:30])[N:16]3[CH2:19][CH2:20][CH2:21][N:22]3[CH2:28][CH2:27][CH2:26][CH2:25][CH2:24][C:23]3=[O:29])=[N:11][CH:10]=2)=[CH:4][CH:3]=1, predict the reactants needed to synthesize it. The reactants are: [F:1][C:2]1[CH:7]=[CH:6][C:5]([CH2:8][C:9]2[CH:18]=[C:17]3[C:12]([C:13]([OH:36])=[C:14]([C:31](OCC)=[O:32])[C:15](=[O:30])[N:16]3[CH2:19][CH2:20][CH2:21][N:22]3[CH2:28][CH2:27][CH2:26][CH2:25][CH2:24][C:23]3=[O:29])=[N:11][CH:10]=2)=[CH:4][CH:3]=1.[CH3:37][O:38][CH2:39][CH2:40][CH2:41][NH2:42]. (2) The reactants are: [CH3:1][NH:2][C:3]1[N:8]=[C:7]([N:9]2[CH2:14][CH2:13][CH2:12][CH2:11][CH2:10]2)[N:6]=[C:5]([NH:15][C@@H:16]2[CH2:21][CH2:20][C@H:19]([C:22](O)=[O:23])[CH2:18][CH2:17]2)[N:4]=1.[F:25][C:26]([F:36])([F:35])[C:27]1[CH:34]=[CH:33][CH:32]=[CH:31][C:28]=1[CH2:29][NH2:30].CCN=C=NCCCN(C)C.Cl. Given the product [CH3:1][NH:2][C:3]1[N:8]=[C:7]([N:9]2[CH2:14][CH2:13][CH2:12][CH2:11][CH2:10]2)[N:6]=[C:5]([NH:15][C@@H:16]2[CH2:17][CH2:18][C@H:19]([C:22]([NH:30][CH2:29][C:28]3[CH:31]=[CH:32][CH:33]=[CH:34][C:27]=3[C:26]([F:35])([F:36])[F:25])=[O:23])[CH2:20][CH2:21]2)[N:4]=1, predict the reactants needed to synthesize it. (3) Given the product [CH3:6][O:7][C:8]1[C:18]2[S:17][C:16]3[CH:19]=[CH:20][CH:21]=[CH:22][C:15]=3[CH2:14][CH2:13][C:12]=2[CH:11]=[CH:10][CH:9]=1, predict the reactants needed to synthesize it. The reactants are: O.NN.[OH-].[K+].[CH3:6][O:7][C:8]1[C:18]2[S:17][C:16]3[CH:19]=[CH:20][CH:21]=[CH:22][C:15]=3[CH2:14][C:13](=O)[C:12]=2[CH:11]=[CH:10][CH:9]=1.O. (4) Given the product [Cl:22][C:23]1[C:32]2[C:27](=[CH:28][CH:29]=[C:30]([S:33]([NH:1][C@@H:2]3[CH2:3][CH2:4][C@H:5]([C:8]([O:10][C:11]([CH3:14])([CH3:13])[CH3:12])=[O:9])[CH2:6][CH2:7]3)(=[O:35])=[O:34])[CH:31]=2)[C:26]([Cl:37])=[CH:25][N:24]=1, predict the reactants needed to synthesize it. The reactants are: [NH2:1][C@@H:2]1[CH2:7][CH2:6][C@H:5]([C:8]([O:10][C:11]([CH3:14])([CH3:13])[CH3:12])=[O:9])[CH2:4][CH2:3]1.CCN(CC)CC.[Cl:22][C:23]1[C:32]2[C:27](=[CH:28][CH:29]=[C:30]([S:33](Cl)(=[O:35])=[O:34])[CH:31]=2)[C:26]([Cl:37])=[CH:25][N:24]=1. (5) Given the product [OH:23][CH:22]([CH2:26][OH:25])[CH2:21][O:20][NH:19][C:17]([C:4]1[CH:3]=[C:2]([Cl:1])[N:7]=[N:6][C:5]=1[NH:8][C:9]1[CH:14]=[CH:13][C:12]([I:15])=[CH:11][C:10]=1[F:16])=[O:18], predict the reactants needed to synthesize it. The reactants are: [Cl:1][C:2]1[N:7]=[N:6][C:5]([NH:8][C:9]2[CH:14]=[CH:13][C:12]([I:15])=[CH:11][C:10]=2[F:16])=[C:4]([C:17]([NH:19][O:20][CH2:21][C@H:22]2[CH2:26][O:25]C(C)(C)[O:23]2)=[O:18])[CH:3]=1. (6) The reactants are: Br.Br[CH2:3][C:4]([C:6]1[C:7](=[O:21])[O:8][C:9]2[C:14]([CH:15]=1)=[CH:13][CH:12]=[C:11]([N:16]([CH2:19][CH3:20])[CH2:17][CH3:18])[CH:10]=2)=O.[C:22]([CH2:24][C:25]([NH2:27])=[S:26])#[N:23].C(=O)([O-])O.[Na+].CCOCC. Given the product [CH2:17]([N:16]([CH2:19][CH3:20])[C:11]1[CH:10]=[C:9]2[C:14]([CH:15]=[C:6]([C:4]3[N:27]=[C:25]([CH2:24][C:22]#[N:23])[S:26][CH:3]=3)[C:7](=[O:21])[O:8]2)=[CH:13][CH:12]=1)[CH3:18], predict the reactants needed to synthesize it. (7) Given the product [CH3:56][N:57]1[C@@H:3]2[CH2:4][C:5]3[CH:15]=[CH:16][C:24]([O:23][CH3:22])=[C:25]4[O:26][C@H:11]5[C@@H:45]([O:48][CH3:49])[CH:44]=[CH:43][C@@H:2]2[C@:1]5([C:6]=34)[CH2:59][CH2:58]1, predict the reactants needed to synthesize it. The reactants are: [C:1]1([CH3:11])[CH:6]=[CH:5][C:4](S(O)(=O)=O)=[CH:3][CH:2]=1.CN1[C@@H]2CC3C=CC(OC)=[C:22]4[O:23][C@H:24]5[C:25](C=C[C@@H]2[C@:16]5(C=34)[CH2:15]C1)=[O:26].CN1[C@@H]2CC3C=C[C:45]([O:48][CH3:49])=[C:44]4O[C@H]5C(CC[C@@H]2[C@]5([C:43]=34)CC1)=O.[CH3:56][N:57]1[C@@H]2CC3C=CC(OC)=C4O[C@H]5C(OC)=CC=C2[C@]5(C=34)[CH2:59][CH2:58]1.CN1C(CC2C=CC(OC)=C(O)C=2)C2C=C(O)C(OC)=CC=2CC1.CN1[C@@H]2CC3C=CC(OC)=C(O)C=3[C@@]3(C2=CC(=O)C(OC)=C3)CC1.CN1[C@@H]2CC3C=CC(OC)=C(O)C=3[C@@]3(C2=C[C@H](O)C(OC)=C3)CC1.CN1[C@@H]2CC3C=CC(O)=C4O[C@H]5C(OC)=CC=C2[C@]5(C=34)CC1.CN1[C@@H]2CC3C=CC(OC)=C4O[C@H]5[C@@H](O)C=C[C@@H]2[C@]5(C=34)CC1.C1C2C[C@H]3N(CC[C@@]45[C@H]3C=C[C@H](O)[C@@H]4OC(C=25)=C(O)C=1)C.[K].